This data is from Reaction yield outcomes from USPTO patents with 853,638 reactions. The task is: Predict the reaction yield, written as a fraction of the theoretical maximum amount of product (1.0 means a 100% yield; for example, 0.34 means a 34% yield). (1) The reactants are Cl.[C:2]([C:4]1[CH:5]=[C:6]([CH:24]=[CH:25][CH:26]=1)[C:7]([NH:9][CH2:10][C:11]1[CH:16]=[N:15][C:14]([CH3:17])=[C:13]2[O:18]C(C)(C)[O:20][CH2:21][C:12]=12)=[O:8])#[N:3].[NH3:27].CO. The catalyst is C(O)C.O. The product is [OH-:8].[NH4+:3].[C:2]([C:4]1[CH:5]=[C:6]([CH:24]=[CH:25][CH:26]=1)[C:7]([NH:9][CH2:10][C:11]1[CH:16]=[N:15][C:14]([CH3:17])=[C:13]([OH:18])[C:12]=1[CH2:21][OH:20])=[O:8])(=[NH:3])[NH2:27].[C:7]([NH2:9])(=[O:8])[C:6]1[CH:24]=[CH:25][CH:26]=[CH:4][CH:5]=1. The yield is 0.300. (2) The reactants are [N+:1]([C:4]1[C:5]([NH2:19])=[N:6][CH:7]=[C:8](B2OC(C)(C)C(C)(C)O2)[CH:9]=1)([O-:3])=[O:2].[CH3:20][O:21][C:22]1[CH:23]=[C:24]2[C:29](=[CH:30][C:31]=1[O:32][CH3:33])[N:28]=[CH:27][CH:26]=[C:25]2[N:34]1[CH2:40][C:39]2[CH:41]=[C:42](Br)[CH:43]=[CH:44][C:38]=2[O:37][CH2:36][CH2:35]1.ClCCl.C(=O)([O-])[O-].[Cs+].[Cs+]. The catalyst is O1CCOCC1.O.C1C=CC(P(C2C=CC=CC=2)[C-]2C=CC=C2)=CC=1.C1C=CC(P(C2C=CC=CC=2)[C-]2C=CC=C2)=CC=1.Cl[Pd]Cl.[Fe+2]. The product is [CH3:20][O:21][C:22]1[CH:23]=[C:24]2[C:29](=[CH:30][C:31]=1[O:32][CH3:33])[N:28]=[CH:27][CH:26]=[C:25]2[N:34]1[CH2:40][C:39]2[CH:41]=[C:42]([C:8]3[CH:9]=[C:4]([N+:1]([O-:3])=[O:2])[C:5]([NH2:19])=[N:6][CH:7]=3)[CH:43]=[CH:44][C:38]=2[O:37][CH2:36][CH2:35]1. The yield is 0.760.